From a dataset of NCI-60 drug combinations with 297,098 pairs across 59 cell lines. Regression. Given two drug SMILES strings and cell line genomic features, predict the synergy score measuring deviation from expected non-interaction effect. (1) Drug 1: C1CCN(CC1)CCOC2=CC=C(C=C2)C(=O)C3=C(SC4=C3C=CC(=C4)O)C5=CC=C(C=C5)O. Drug 2: C(CCl)NC(=O)N(CCCl)N=O. Cell line: SNB-75. Synergy scores: CSS=-2.01, Synergy_ZIP=-0.0671, Synergy_Bliss=-1.21, Synergy_Loewe=-3.45, Synergy_HSA=-3.31. (2) Drug 1: CC(C)(C#N)C1=CC(=CC(=C1)CN2C=NC=N2)C(C)(C)C#N. Drug 2: CCC1(C2=C(COC1=O)C(=O)N3CC4=CC5=C(C=CC(=C5CN(C)C)O)N=C4C3=C2)O.Cl. Cell line: A549. Synergy scores: CSS=24.2, Synergy_ZIP=0.960, Synergy_Bliss=5.32, Synergy_Loewe=-11.5, Synergy_HSA=4.90.